This data is from NCI-60 drug combinations with 297,098 pairs across 59 cell lines. The task is: Regression. Given two drug SMILES strings and cell line genomic features, predict the synergy score measuring deviation from expected non-interaction effect. (1) Drug 1: CN(C)N=NC1=C(NC=N1)C(=O)N. Drug 2: C1=NC2=C(N=C(N=C2N1C3C(C(C(O3)CO)O)F)Cl)N. Cell line: NCI/ADR-RES. Synergy scores: CSS=15.2, Synergy_ZIP=-5.14, Synergy_Bliss=-13.2, Synergy_Loewe=-37.0, Synergy_HSA=-13.3. (2) Drug 1: COC1=CC(=CC(=C1O)OC)C2C3C(COC3=O)C(C4=CC5=C(C=C24)OCO5)OC6C(C(C7C(O6)COC(O7)C8=CC=CS8)O)O. Drug 2: C(CC(=O)O)C(=O)CN.Cl. Cell line: MOLT-4. Synergy scores: CSS=75.4, Synergy_ZIP=1.27, Synergy_Bliss=0.362, Synergy_Loewe=-6.33, Synergy_HSA=1.67. (3) Drug 1: CC1=CC=C(C=C1)C2=CC(=NN2C3=CC=C(C=C3)S(=O)(=O)N)C(F)(F)F. Drug 2: C1C(C(OC1N2C=NC3=C2NC=NCC3O)CO)O. Cell line: UACC62. Synergy scores: CSS=-2.23, Synergy_ZIP=1.57, Synergy_Bliss=1.10, Synergy_Loewe=-1.56, Synergy_HSA=-1.09.